Dataset: NCI-60 drug combinations with 297,098 pairs across 59 cell lines. Task: Regression. Given two drug SMILES strings and cell line genomic features, predict the synergy score measuring deviation from expected non-interaction effect. (1) Drug 1: CC12CCC3C(C1CCC2=O)CC(=C)C4=CC(=O)C=CC34C. Drug 2: CN(C(=O)NC(C=O)C(C(C(CO)O)O)O)N=O. Cell line: 786-0. Synergy scores: CSS=30.1, Synergy_ZIP=0.419, Synergy_Bliss=-1.67, Synergy_Loewe=-11.7, Synergy_HSA=-2.41. (2) Drug 1: C1CCC(CC1)NC(=O)N(CCCl)N=O. Drug 2: C1C(C(OC1N2C=NC(=NC2=O)N)CO)O. Cell line: SNB-75. Synergy scores: CSS=17.0, Synergy_ZIP=-4.94, Synergy_Bliss=-5.21, Synergy_Loewe=-8.91, Synergy_HSA=-9.04. (3) Drug 1: C1CCN(CC1)CCOC2=CC=C(C=C2)C(=O)C3=C(SC4=C3C=CC(=C4)O)C5=CC=C(C=C5)O. Drug 2: C1CC(=O)NC(=O)C1N2C(=O)C3=CC=CC=C3C2=O. Cell line: MALME-3M. Synergy scores: CSS=5.21, Synergy_ZIP=1.11, Synergy_Bliss=4.17, Synergy_Loewe=2.21, Synergy_HSA=1.26. (4) Drug 1: C1C(C(OC1N2C=NC3=C(N=C(N=C32)Cl)N)CO)O. Drug 2: CCN(CC)CCCC(C)NC1=C2C=C(C=CC2=NC3=C1C=CC(=C3)Cl)OC. Cell line: MALME-3M. Synergy scores: CSS=35.0, Synergy_ZIP=-11.1, Synergy_Bliss=-2.88, Synergy_Loewe=-29.9, Synergy_HSA=-3.31. (5) Drug 1: C1=CC=C(C=C1)NC(=O)CCCCCCC(=O)NO. Drug 2: CC1CCC2CC(C(=CC=CC=CC(CC(C(=O)C(C(C(=CC(C(=O)CC(OC(=O)C3CCCCN3C(=O)C(=O)C1(O2)O)C(C)CC4CCC(C(C4)OC)OCCO)C)C)O)OC)C)C)C)OC. Cell line: SK-MEL-5. Synergy scores: CSS=5.79, Synergy_ZIP=2.20, Synergy_Bliss=4.09, Synergy_Loewe=-1.90, Synergy_HSA=0.758. (6) Drug 1: C1=C(C(=O)NC(=O)N1)F. Drug 2: CCC1(CC2CC(C3=C(CCN(C2)C1)C4=CC=CC=C4N3)(C5=C(C=C6C(=C5)C78CCN9C7C(C=CC9)(C(C(C8N6C=O)(C(=O)OC)O)OC(=O)C)CC)OC)C(=O)OC)O.OS(=O)(=O)O. Cell line: A549. Synergy scores: CSS=49.3, Synergy_ZIP=4.05, Synergy_Bliss=2.25, Synergy_Loewe=1.32, Synergy_HSA=1.34. (7) Drug 1: CC1=C2C(C(=O)C3(C(CC4C(C3C(C(C2(C)C)(CC1OC(=O)C(C(C5=CC=CC=C5)NC(=O)OC(C)(C)C)O)O)OC(=O)C6=CC=CC=C6)(CO4)OC(=O)C)OC)C)OC. Drug 2: C1=C(C(=O)NC(=O)N1)F. Cell line: UO-31. Synergy scores: CSS=49.5, Synergy_ZIP=-2.18, Synergy_Bliss=-2.34, Synergy_Loewe=-8.13, Synergy_HSA=4.70.